From a dataset of Forward reaction prediction with 1.9M reactions from USPTO patents (1976-2016). Predict the product of the given reaction. (1) Given the reactants [F:1][C:2]1([F:17])[CH2:4][CH:3]1[CH2:5][N:6]1[C:10]2[CH:11]=[CH:12][C:13]([OH:15])=[CH:14][C:9]=2[S:8][C:7]1=[O:16].C(=O)([O-])[O-].[Cs+].[Cs+].F[C:25]1[N:32]=[CH:31][CH:30]=[CH:29][C:26]=1[C:27]#[N:28], predict the reaction product. The product is: [F:17][C:2]1([F:1])[CH2:4][CH:3]1[CH2:5][N:6]1[C:10]2[CH:11]=[CH:12][C:13]([O:15][C:25]3[C:26]([C:27]#[N:28])=[CH:29][CH:30]=[CH:31][N:32]=3)=[CH:14][C:9]=2[S:8][C:7]1=[O:16]. (2) The product is: [CH2:1]([N:8]1[CH2:13][CH2:12][CH:11]([NH:15][C:16]2[CH:17]=[C:18]3[C:22](=[CH:23][CH:24]=2)[NH:21][N:20]=[CH:19]3)[CH2:10][CH2:9]1)[C:2]1[CH:7]=[CH:6][CH:5]=[CH:4][CH:3]=1. Given the reactants [CH2:1]([N:8]1[CH2:13][CH2:12][C:11](=O)[CH2:10][CH2:9]1)[C:2]1[CH:7]=[CH:6][CH:5]=[CH:4][CH:3]=1.[NH2:15][C:16]1[CH:17]=[C:18]2[C:22](=[CH:23][CH:24]=1)[NH:21][N:20]=[CH:19]2.C(O)(=O)C.C(=O)([O-])O.[Na+], predict the reaction product. (3) Given the reactants [C:1]([C:5]1[CH:10]=[C:9]([O:11][CH3:12])[CH:8]=[C:7]([C:13]2[CH:18]=[C:17]([O:19][CH3:20])[CH:16]=[C:15]([C:21]([CH3:24])([CH3:23])[CH3:22])[C:14]=2[O:25][P:26]2[O:32][C:31]3[C:33]([C:39]([CH3:42])([CH3:41])[CH3:40])=[CH:34][C:35]([O:37][CH3:38])=[CH:36][C:30]=3[C:29]3[CH:43]=[C:44]([O:51][CH3:52])[CH:45]=[C:46]([C:47]([CH3:50])([CH3:49])[CH3:48])[C:28]=3[O:27]2)[C:6]=1[OH:53])([CH3:4])([CH3:3])[CH3:2].C(N(CC)CC)C.[P:61](Cl)([Cl:63])[Cl:62], predict the reaction product. The product is: [C:39]([C:33]1[C:31]2[O:32][P:26]([O:25][C:14]3[C:15]([C:21]([CH3:24])([CH3:22])[CH3:23])=[CH:16][C:17]([O:19][CH3:20])=[CH:18][C:13]=3[C:7]3[CH:8]=[C:9]([O:11][CH3:12])[CH:10]=[C:5]([C:1]([CH3:2])([CH3:3])[CH3:4])[C:6]=3[O:53][P:61]([Cl:63])[Cl:62])[O:27][C:28]3[C:46]([C:47]([CH3:50])([CH3:49])[CH3:48])=[CH:45][C:44]([O:51][CH3:52])=[CH:43][C:29]=3[C:30]=2[CH:36]=[C:35]([O:37][CH3:38])[CH:34]=1)([CH3:40])([CH3:41])[CH3:42]. (4) The product is: [F:13][CH:14]([F:17])[CH2:15][O:16][C:2]1[CH:12]=[CH:11][C:5]([C:6]([OH:8])=[O:7])=[CH:4][N:3]=1. Given the reactants Cl[C:2]1[CH:12]=[CH:11][C:5]([C:6]([O:8]CC)=[O:7])=[CH:4][N:3]=1.[F:13][C:14](F)([F:17])[CH2:15][OH:16].[OH-].[Li+], predict the reaction product.